Task: Predict the reactants needed to synthesize the given product.. Dataset: Full USPTO retrosynthesis dataset with 1.9M reactions from patents (1976-2016) (1) Given the product [OH:1][CH2:2][CH:3]=[CH:4][C:5]1[CH:27]=[CH:26][C:8]([C:9]([NH:11][C:12]2[CH:17]=[CH:16][CH:15]=[CH:14][C:13]=2[NH:18][C:19](=[O:25])[O:20][C:21]([CH3:23])([CH3:24])[CH3:22])=[O:10])=[CH:7][CH:6]=1, predict the reactants needed to synthesize it. The reactants are: [O:1]=[CH:2][CH:3]=[CH:4][C:5]1[CH:27]=[CH:26][C:8]([C:9]([NH:11][C:12]2[CH:17]=[CH:16][CH:15]=[CH:14][C:13]=2[NH:18][C:19](=[O:25])[O:20][C:21]([CH3:24])([CH3:23])[CH3:22])=[O:10])=[CH:7][CH:6]=1.[BH4-].[Na+]. (2) Given the product [C:4]([O:3][C:1](=[O:2])[NH:8][C:9]1[CH:17]=[CH:16][CH:15]=[C:11]([C:12](=[O:14])[NH:19][CH2:20][C:21]2[CH:32]=[CH:31][C:30]([C:33]#[N:34])=[CH:29][C:22]=2[O:23][CH2:24][C:25](=[O:26])[NH:27][CH3:28])[CH:10]=1)([CH3:5])([CH3:6])[CH3:7], predict the reactants needed to synthesize it. The reactants are: [C:1]([NH:8][C:9]1[CH:10]=[C:11]([CH:15]=[CH:16][CH:17]=1)[C:12]([OH:14])=O)([O:3][C:4]([CH3:7])([CH3:6])[CH3:5])=[O:2].Cl.[NH2:19][CH2:20][C:21]1[CH:32]=[CH:31][C:30]([C:33]#[N:34])=[CH:29][C:22]=1[O:23][CH2:24][C:25]([NH:27][CH3:28])=[O:26].